Dataset: Forward reaction prediction with 1.9M reactions from USPTO patents (1976-2016). Task: Predict the product of the given reaction. (1) Given the reactants Br[C:2]1[CH:3]=[CH:4][C:5]([O:24][C:25]2[CH:30]=[C:29]([CH3:31])[CH:28]=[C:27]([CH3:32])[CH:26]=2)=[C:6]([S:8]([N:11]2[CH2:16][CH2:15][N:14]([C:17]([O:19][C:20]([CH3:23])([CH3:22])[CH3:21])=[O:18])[CH2:13][CH2:12]2)(=[O:10])=[O:9])[CH:7]=1.[C:33]([Cu])#[N:34], predict the reaction product. The product is: [C:33]([C:2]1[CH:3]=[CH:4][C:5]([O:24][C:25]2[CH:30]=[C:29]([CH3:31])[CH:28]=[C:27]([CH3:32])[CH:26]=2)=[C:6]([S:8]([N:11]2[CH2:16][CH2:15][N:14]([C:17]([O:19][C:20]([CH3:22])([CH3:21])[CH3:23])=[O:18])[CH2:13][CH2:12]2)(=[O:10])=[O:9])[CH:7]=1)#[N:34]. (2) Given the reactants [NH2:1][C@H:2]([CH2:15][OH:16])[C@@H:3]([C:5]1[CH:10]=[CH:9][C:8]([S:11]([CH3:14])(=[O:13])=[O:12])=[CH:7][CH:6]=1)[OH:4].Cl.C(O[C:21]([C:23]1[CH:28]=[CH:27][CH:26]=[CH:25][CH:24]=1)=N)C.C(N(CC)CC)C.O, predict the reaction product. The product is: [CH3:14][S:11]([C:8]1[CH:7]=[CH:6][C:5]([C@H:3]2[O:4][C:21]([C:23]3[CH:28]=[CH:27][CH:26]=[CH:25][CH:24]=3)=[N:1][C@@H:2]2[CH2:15][OH:16])=[CH:10][CH:9]=1)(=[O:13])=[O:12].